Dataset: Reaction yield outcomes from USPTO patents with 853,638 reactions. Task: Predict the reaction yield, written as a fraction of the theoretical maximum amount of product (1.0 means a 100% yield; for example, 0.34 means a 34% yield). (1) The reactants are [CH2:1]([N:8]1[CH:12]=[C:11]([C:13]2[C:21]3[C:16](=[N:17][CH:18]=[C:19]([C:22]4[CH:23]=[C:24]([NH:28][S:29]([CH3:32])(=[O:31])=[O:30])[CH:25]=[CH:26][CH:27]=4)[CH:20]=3)[N:15](S(C3C=CC(C)=CC=3)(=O)=O)[CH:14]=2)[CH:10]=[N:9]1)[C:2]1[CH:7]=[CH:6][CH:5]=[CH:4][CH:3]=1.[OH-].[Li+]. The catalyst is CO.O.C1COCC1. The product is [CH2:1]([N:8]1[CH:12]=[C:11]([C:13]2[C:21]3[C:16](=[N:17][CH:18]=[C:19]([C:22]4[CH:23]=[C:24]([NH:28][S:29]([CH3:32])(=[O:31])=[O:30])[CH:25]=[CH:26][CH:27]=4)[CH:20]=3)[NH:15][CH:14]=2)[CH:10]=[N:9]1)[C:2]1[CH:7]=[CH:6][CH:5]=[CH:4][CH:3]=1. The yield is 0.0900. (2) The reactants are [S:1]1[CH2:5][CH2:4][NH:3][C:2]1=[O:6].C(=O)([O-])[O-].[K+].[K+].Cl.[CH3:14][N:15]([CH3:20])[CH2:16][CH2:17][CH2:18]Cl.C1OCCOCCOCCOCCOCCOC1. The catalyst is C(#N)C. The product is [CH3:14][N:15]([CH3:20])[CH2:16][CH2:17][CH2:18][N:3]1[CH2:4][CH2:5][S:1][C:2]1=[O:6]. The yield is 0.150. (3) The reactants are Cl[C:2]1[C:11]2[C:6](=[CH:7][CH:8]=[C:9]([C:12](=[O:20])[C:13]3[CH:18]=[CH:17][C:16]([Cl:19])=[CH:15][CH:14]=3)[CH:10]=2)[NH:5][C:4](=[O:21])[CH:3]=1.[NH:22]1[CH:26]=[CH:25][N:24]=[CH:23]1. The catalyst is C(Cl)Cl. The product is [Cl:19][C:16]1[CH:17]=[CH:18][C:13]([C:12]([C:9]2[CH:10]=[C:11]3[C:6](=[CH:7][CH:8]=2)[NH:5][C:4](=[O:21])[CH:3]=[C:2]3[N:22]2[CH:26]=[CH:25][N:24]=[CH:23]2)=[O:20])=[CH:14][CH:15]=1. The yield is 0.340.